From a dataset of Reaction yield outcomes from USPTO patents with 853,638 reactions. Predict the reaction yield, written as a fraction of the theoretical maximum amount of product (1.0 means a 100% yield; for example, 0.34 means a 34% yield). (1) The reactants are N[CH2:2][C:3]([N:5]1[CH2:10][CH2:9][N:8]([C:11]2[C:16]([Br:17])=[CH:15][N:14]=[C:13]3[NH:18][CH:19]=[C:20]([NH:21][C:22](=[O:29])[C:23]4[CH:28]=[CH:27][CH:26]=[N:25][CH:24]=4)[C:12]=23)[CH2:7][CH2:6]1)=[O:4].[C:30]([O:34][C:35]([NH:37][CH2:38]CC(O)=O)=[O:36])([CH3:33])([CH3:32])[CH3:31].C1C=CC2N(O)N=NC=2C=1.O.CCN=C=NCCCN(C)C.CCN(C(C)C)C(C)C.C([O-])([O-])=O.[Na+].[Na+]. The catalyst is C(Cl)Cl. The product is [Br:17][C:16]1[C:11]([N:8]2[CH2:9][CH2:10][N:5]([C:3](=[O:4])[CH2:2][CH2:38][NH:37][C:35](=[O:36])[O:34][C:30]([CH3:33])([CH3:32])[CH3:31])[CH2:6][CH2:7]2)=[C:12]2[C:20]([NH:21][C:22](=[O:29])[C:23]3[CH:28]=[CH:27][CH:26]=[N:25][CH:24]=3)=[CH:19][NH:18][C:13]2=[N:14][CH:15]=1. The yield is 0.210. (2) The reactants are [C:1]1([C:7]2[CH:16]=[CH:15][CH:14]=[C:13]3[C:8]=2[C:9]([NH:31][CH2:32][C:33]2[CH:38]=[CH:37][CH:36]=[CH:35][N:34]=2)=[N:10][C:11]([C:17]2[CH:18]=[C:19]([S:23]([NH:26][P:27](=[O:30])([OH:29])[OH:28])(=[O:25])=[O:24])[CH:20]=[N:21][CH:22]=2)=[N:12]3)[CH:6]=[CH:5][CH:4]=[CH:3][CH:2]=1.[OH-].[K+:40]. The catalyst is C(O)C.O. The product is [C:1]1([C:7]2[CH:16]=[CH:15][CH:14]=[C:13]3[C:8]=2[C:9]([NH:31][CH2:32][C:33]2[CH:38]=[CH:37][CH:36]=[CH:35][N:34]=2)=[N:10][C:11]([C:17]2[CH:18]=[C:19]([S:23]([NH:26][P:27](=[O:28])([O-:29])[O-:30])(=[O:24])=[O:25])[CH:20]=[N:21][CH:22]=2)=[N:12]3)[CH:2]=[CH:3][CH:4]=[CH:5][CH:6]=1.[K+:40].[K+:40].[K+:40]. The yield is 0.780.